From a dataset of Catalyst prediction with 721,799 reactions and 888 catalyst types from USPTO. Predict which catalyst facilitates the given reaction. (1) Reactant: [C:1]([NH:5][C:6]([C:8]1[C:16]2[C:11](=[N:12][CH:13]=[C:14]([N:17]3[C:25]4[C:20](=[CH:21][C:22]([C:26]([F:29])([F:28])[F:27])=[CH:23][CH:24]=4)[CH:19]=[N:18]3)[N:15]=2)[N:10](COCC[Si](C)(C)C)[CH:9]=1)=[O:7])([CH3:4])([CH3:3])[CH3:2].FC(F)(F)C(O)=O. Product: [C:1]([NH:5][C:6]([C:8]1[C:16]2[C:11](=[N:12][CH:13]=[C:14]([N:17]3[C:25]4[C:20](=[CH:21][C:22]([C:26]([F:27])([F:29])[F:28])=[CH:23][CH:24]=4)[CH:19]=[N:18]3)[N:15]=2)[NH:10][CH:9]=1)=[O:7])([CH3:4])([CH3:2])[CH3:3]. The catalyst class is: 4. (2) Reactant: [NH2:1][C:2]1([CH2:20][O:21][CH2:22][CH2:23][C:24]#[N:25])[C:15]2[CH:14]=[C:13]([O:16][CH3:17])[CH:12]=[C:11]([F:18])[C:10]=2[O:9][C:8]2[C:3]1=[CH:4][C:5]([Br:19])=[CH:6][CH:7]=2.C[Al](C)C.O.O.O.O.O.O.O.O.O.O.S([O-])([O-])(=O)=O.[Na+].[Na+]. Product: [Br:19][C:5]1[CH:4]=[C:3]2[C:8]([O:9][C:10]3[C:11]([F:18])=[CH:12][C:13]([O:16][CH3:17])=[CH:14][C:15]=3[C:2]32[CH2:20][O:21][CH2:22][CH2:23][C:24]([NH2:25])=[N:1]3)=[CH:7][CH:6]=1. The catalyst class is: 260. (3) Reactant: [CH3:1][C:2]1[CH:11]=[CH:10][CH:9]=[C:8]2[C:3]=1[C:4](=[O:24])[N:5]([C:18]1[CH:23]=[CH:22][CH:21]=[CH:20][CH:19]=1)[C:6]([CH:12]([O:14]C(=O)C)[CH3:13])=[N:7]2.C(=O)([O-])[O-].[K+].[K+].O. Product: [OH:14][CH:12]([C:6]1[N:5]([C:18]2[CH:19]=[CH:20][CH:21]=[CH:22][CH:23]=2)[C:4](=[O:24])[C:3]2[C:8](=[CH:9][CH:10]=[CH:11][C:2]=2[CH3:1])[N:7]=1)[CH3:13]. The catalyst class is: 5. (4) Reactant: Br[CH2:2][C:3]1[CH:13]=[CH:12][C:6]([C:7]([O:9][CH2:10][CH3:11])=[O:8])=[CH:5][C:4]=1[N+:14]([O-:16])=[O:15].C[N+]1([O-])CC[O:21]CC1. Product: [CH:2]([C:3]1[CH:13]=[CH:12][C:6]([C:7]([O:9][CH2:10][CH3:11])=[O:8])=[CH:5][C:4]=1[N+:14]([O-:16])=[O:15])=[O:21]. The catalyst class is: 10.